From a dataset of Forward reaction prediction with 1.9M reactions from USPTO patents (1976-2016). Predict the product of the given reaction. (1) Given the reactants [H-].[Na+].[Cl:3][C:4]1[N:5]=[C:6]([Cl:13])[C:7]2[CH:12]=[CH:11][NH:10][C:8]=2[N:9]=1.Cl[CH2:15][O:16][CH2:17][CH2:18][Si:19]([CH3:22])([CH3:21])[CH3:20].C(=O)(O)[O-].[Na+], predict the reaction product. The product is: [Cl:3][C:4]1[N:5]=[C:6]([Cl:13])[C:7]2[CH:12]=[CH:11][N:10]([CH2:15][O:16][CH2:17][CH2:18][Si:19]([CH3:22])([CH3:21])[CH3:20])[C:8]=2[N:9]=1. (2) Given the reactants [F:1][C:2]([F:22])([F:21])[C:3]1[C:11]2[CH2:10][CH2:9][CH2:8][CH2:7][C:6]=2[N:5]([C:12]2[CH:20]=[CH:19][C:15]([C:16](O)=[O:17])=[CH:14][CH:13]=2)[N:4]=1.C(N1C=CN=C1)([N:25]1[CH:29]=[CH:28]N=C1)=O.C(N)C, predict the reaction product. The product is: [CH2:29]([NH:25][C:16](=[O:17])[C:15]1[CH:19]=[CH:20][C:12]([N:5]2[C:6]3[CH2:7][CH2:8][CH2:9][CH2:10][C:11]=3[C:3]([C:2]([F:1])([F:22])[F:21])=[N:4]2)=[CH:13][CH:14]=1)[CH3:28]. (3) The product is: [CH2:18]([S:25][C:10]1[CH:9]=[CH:8][C:4]([C:5]([OH:7])=[O:6])=[CH:3][C:2]=1[F:1])[C:19]1[CH:24]=[CH:23][CH:22]=[CH:21][CH:20]=1. Given the reactants [F:1][C:2]1[CH:3]=[C:4]([CH:8]=[CH:9][C:10]=1F)[C:5]([OH:7])=[O:6].C(=O)([O-])[O-].[Cs+].[Cs+].[CH2:18]([SH:25])[C:19]1[CH:24]=[CH:23][CH:22]=[CH:21][CH:20]=1.C(OCC)(=O)C, predict the reaction product. (4) Given the reactants [C:1]([O:5][C:6](=[O:23])[NH:7][CH:8]([C:15]1[CH:20]=[CH:19][C:18]([Cl:21])=[C:17]([Cl:22])[CH:16]=1)[C:9](=[O:14])N(OC)C)([CH3:4])([CH3:3])[CH3:2].Br[C:25]1[C:26]([CH3:37])=[CH:27][C:28]([O:31][CH:32]2[CH2:36][CH2:35][O:34][CH2:33]2)=[N:29][CH:30]=1, predict the reaction product. The product is: [C:1]([O:5][C:6](=[O:23])[NH:7][CH:8]([C:15]1[CH:20]=[CH:19][C:18]([Cl:21])=[C:17]([Cl:22])[CH:16]=1)[C:9]([C:25]1[CH:30]=[N:29][C:28]([O:31][CH:32]2[CH2:36][CH2:35][O:34][CH2:33]2)=[CH:27][C:26]=1[CH3:37])=[O:14])([CH3:2])([CH3:3])[CH3:4]. (5) The product is: [CH3:1][O:2][C:3]([C:5]1[C:6](=[O:17])[S:7][C:8]2[C:13]([C:14]=1[OH:15])=[CH:12][CH:11]=[C:10]([C:18]1[CH:23]=[CH:22][CH:21]=[CH:20][CH:19]=1)[CH:9]=2)=[O:4]. Given the reactants [CH3:1][O:2][C:3]([C:5]1[C:6](=[O:17])[S:7][C:8]2[C:13]([C:14]=1[OH:15])=[CH:12][CH:11]=[C:10](Br)[CH:9]=2)=[O:4].[C:18]1(B(O)O)[CH:23]=[CH:22][CH:21]=[CH:20][CH:19]=1, predict the reaction product. (6) Given the reactants [CH2:1]([O:3][C:4]([C:6]1[CH2:7][N:8]([C:20]([O:22][C:23]([CH3:26])([CH3:25])[CH3:24])=[O:21])[CH2:9][CH2:10][C:11]=1OS(C(F)(F)F)(=O)=O)=[O:5])[CH3:2].[Cl:27][C:28]1[C:33]([F:34])=[CH:32][CH:31]=[C:30]([F:35])[C:29]=1[C:36]1[CH:40]=[C:39]([CH2:41][O:42][C:43]2[CH:48]=[CH:47][C:46](B3OC(C)(C)C(C)(C)O3)=[CH:45][N:44]=2)[O:38][N:37]=1.C([O-])([O-])=O.[Na+].[Na+].N#N, predict the reaction product. The product is: [CH2:1]([O:3][C:4]([C:6]1[CH2:7][N:8]([C:20]([O:22][C:23]([CH3:24])([CH3:25])[CH3:26])=[O:21])[CH2:9][CH2:10][C:11]=1[C:46]1[CH:45]=[N:44][C:43]([O:42][CH2:41][C:39]2[O:38][N:37]=[C:36]([C:29]3[C:30]([F:35])=[CH:31][CH:32]=[C:33]([F:34])[C:28]=3[Cl:27])[CH:40]=2)=[CH:48][CH:47]=1)=[O:5])[CH3:2]. (7) Given the reactants C([C:3]1[N:4]([CH2:17][C:18]2[CH:23]=[CH:22][CH:21]=[CH:20][C:19]=2[S:24][C:25]2[CH:30]=[CH:29][C:28]([Cl:31])=[CH:27][CH:26]=2)[C:5]2[C:10]([C:11](=[O:16])[C:12]=1[C:13]([OH:15])=[O:14])=[N:9][CH:8]=[CH:7][CH:6]=2)C.O.[OH-].[Li+], predict the reaction product. The product is: [Cl:31][C:28]1[CH:29]=[CH:30][C:25]([S:24][C:19]2[CH:20]=[CH:21][CH:22]=[CH:23][C:18]=2[CH2:17][N:4]2[C:5]3[C:10](=[N:9][CH:8]=[CH:7][CH:6]=3)[C:11](=[O:16])[C:12]([C:13]([OH:15])=[O:14])=[CH:3]2)=[CH:26][CH:27]=1. (8) Given the reactants Cl[C:2]1[N:7]=[C:6]([NH:8][C@H:9]([C:11]2[C:16]([F:17])=[CH:15][C:14]([F:18])=[CH:13][N:12]=2)[CH3:10])[N:5]=[C:4]([NH:19][C:20]2[N:21]=[CH:22][N:23]([CH3:25])[CH:24]=2)[N:3]=1.CCN(C(C)C)C(C)C.[NH:35]1[CH2:40][CH2:39][O:38][CH2:37][C@H:36]1[CH2:41][OH:42], predict the reaction product. The product is: [F:17][C:16]1[C:11]([C@@H:9]([NH:8][C:6]2[N:5]=[C:4]([NH:19][C:20]3[N:21]=[CH:22][N:23]([CH3:25])[CH:24]=3)[N:3]=[C:2]([N:35]3[CH2:40][CH2:39][O:38][CH2:37][C@H:36]3[CH2:41][OH:42])[N:7]=2)[CH3:10])=[N:12][CH:13]=[C:14]([F:18])[CH:15]=1. (9) Given the reactants [F:1][C:2]1[CH:22]=[CH:21][CH:20]=[C:19]([F:23])[C:3]=1[CH2:4][O:5][C:6]1[C:7]2[N:8]([C:12]([C:16]([OH:18])=O)=[C:13]([CH3:15])[N:14]=2)[CH:9]=[CH:10][CH:11]=1.[NH2:24][CH:25]([CH3:32])[CH:26]([OH:31])[C:27]([F:30])([F:29])[F:28].CN(C(ON1N=NC2C=CC=CC1=2)=[N+](C)C)C.[B-](F)(F)(F)F, predict the reaction product. The product is: [F:23][C:19]1[CH:20]=[CH:21][CH:22]=[C:2]([F:1])[C:3]=1[CH2:4][O:5][C:6]1[C:7]2[N:8]([C:12]([C:16]([NH:24][CH:25]([CH:26]([OH:31])[C:27]([F:30])([F:29])[F:28])[CH3:32])=[O:18])=[C:13]([CH3:15])[N:14]=2)[CH:9]=[CH:10][CH:11]=1.